Task: Predict which catalyst facilitates the given reaction.. Dataset: Catalyst prediction with 721,799 reactions and 888 catalyst types from USPTO Reactant: [CH2:1]([OH:4])[CH2:2][OH:3].Cl.[Cl:6][C:7]1[CH:12]=[CH:11][C:10]([C@H:13]([NH2:22])[C:14]2[CH:19]=[CH:18][C:17]([CH:20]=O)=[CH:16][CH:15]=2)=[CH:9][CH:8]=1.O.C1(C)C=CC(S(O)(=O)=O)=CC=1. Product: [Cl:6][C:7]1[CH:8]=[CH:9][C:10]([CH:13]([NH2:22])[C:14]2[CH:19]=[CH:18][C:17]([CH:20]3[O:4][CH2:1][CH2:2][O:3]3)=[CH:16][CH:15]=2)=[CH:11][CH:12]=1. The catalyst class is: 11.